From a dataset of Acute oral toxicity (LD50) regression data from Zhu et al.. Regression/Classification. Given a drug SMILES string, predict its toxicity properties. Task type varies by dataset: regression for continuous values (e.g., LD50, hERG inhibition percentage) or binary classification for toxic/non-toxic outcomes (e.g., AMES mutagenicity, cardiotoxicity, hepatotoxicity). Dataset: ld50_zhu. (1) The molecule is O=C1CCc2cc(C=CCN3CCN(c4ccc(Cl)cc4)CC3)ccc2N1. The rat oral LD50 is 2.88, given as -log10 of the dose in mol/kg body weight (higher means more acutely toxic). (2) The molecule is CCN(N=O)C(N)=O. The rat oral LD50 is 2.59, given as -log10 of the dose in mol/kg body weight (higher means more acutely toxic).